Dataset: Catalyst prediction with 721,799 reactions and 888 catalyst types from USPTO. Task: Predict which catalyst facilitates the given reaction. (1) Reactant: [OH:1][C:2]1[CH:3]=[C:4]2[C:9](=[CH:10][CH:11]=1)[C:8](=[O:12])[N:7]([CH2:13][CH:14]([CH3:16])[CH3:15])[C:6]([CH2:17][NH:18][C:19](=[O:25])[O:20][C:21]([CH3:24])([CH3:23])[CH3:22])=[C:5]2[C:26]1[CH:31]=[CH:30][C:29]([CH3:32])=[CH:28][CH:27]=1.I[CH2:34][C:35]([NH2:37])=[O:36].C1CCN2C(=NCCC2)CC1.O. Product: [NH2:37][C:35](=[O:36])[CH2:34][O:1][C:2]1[CH:3]=[C:4]2[C:9](=[CH:10][CH:11]=1)[C:8](=[O:12])[N:7]([CH2:13][CH:14]([CH3:16])[CH3:15])[C:6]([CH2:17][NH:18][C:19](=[O:25])[O:20][C:21]([CH3:24])([CH3:22])[CH3:23])=[C:5]2[C:26]1[CH:31]=[CH:30][C:29]([CH3:32])=[CH:28][CH:27]=1. The catalyst class is: 80. (2) Reactant: [H-].[Na+].ClC1C2N=C(CC(F)(F)F)[N:9](Cl)C=2C=CC=1.[Cl:19][C:20]1[CH:21]=[C:22]2[C:26](=[CH:27][C:28]=1[Cl:29])[NH:25][C:24]([CH2:30][C:31]([F:34])([F:33])[F:32])=C2.[CH2:35]([O:42][C:43]1[CH:50]=[CH:49][C:46]([CH2:47]Cl)=[CH:45][CH:44]=1)[C:36]1[CH:41]=[CH:40][CH:39]=[CH:38][CH:37]=1.[I-].[K+].[NH4+].[Cl-]. Product: [CH2:35]([O:42][C:43]1[CH:50]=[CH:49][C:46]([CH2:47][N:9]2[C:22]3[CH:21]=[C:20]([Cl:19])[C:28]([Cl:29])=[CH:27][C:26]=3[N:25]=[C:24]2[CH2:30][C:31]([F:32])([F:33])[F:34])=[CH:45][CH:44]=1)[C:36]1[CH:41]=[CH:40][CH:39]=[CH:38][CH:37]=1. The catalyst class is: 3. (3) Reactant: [CH:1]1[CH:6]=[C:5]2[C:7]([CH:10]=O)=[CH:8][S:9][C:4]2=[CH:3][CH:2]=1.[S:12]([NH2:16])([NH2:15])(=[O:14])=[O:13].S(=O)(=O)(O)N.[BH4-].[Li+]. Product: [S:9]1[CH:8]=[C:7]([CH2:10][NH:15][S:12]([NH2:16])(=[O:14])=[O:13])[C:5]2[CH:6]=[CH:1][CH:2]=[CH:3][C:4]1=2. The catalyst class is: 1. (4) Reactant: Cl.Cl.[NH2:3][CH2:4][C@@:5]1([OH:13])[CH:10]2[CH2:11][CH2:12][N:7]([CH2:8][CH2:9]2)[CH2:6]1.[N:14]1([C:19]2[N:24]=[CH:23][N:22]=[C:21]([N:25]=[C:26](SC)SC)[CH:20]=2)[CH:18]=[N:17][CH:16]=[N:15]1.C(=O)([O-])[O-:32].[Cs+].[Cs+]. Product: [CH3:5][OH:13].[NH4+:3].[OH-:32].[N:14]1([C:19]2[N:24]=[CH:23][N:22]=[C:21]([NH:25][C:26]3[O:13][C@:5]4([CH2:4][N:3]=3)[CH:10]3[CH2:9][CH2:8][N:7]([CH2:12][CH2:11]3)[CH2:6]4)[CH:20]=2)[CH:18]=[N:17][CH:16]=[N:15]1. The catalyst class is: 479.